This data is from Drug-target binding data from BindingDB patent sources. The task is: Regression. Given a target protein amino acid sequence and a drug SMILES string, predict the binding affinity score between them. We predict pAffinity (pAffinity = -log10(affinity in M)). Dataset: bindingdb_patent. (1) The drug is CC1(C)Oc2cnccc2-c2[nH]c(C(N)=O)c(c12)-c1ccc2[nH]ncc2c1. The target protein (Q8TF76) has sequence MAASLPGPGSRLFRTYGAADGRRQRRPGREAAQWFPPQDRRRFFNSSGSSDASIGDPSQSDDPDDPDDPDFPGSPVRRRRRRPGGRVPKDRPSLTVTPKRWKLRARPSLTVTPRRLGLRARPPQKCSTPCGPLRLPPFPSRDSGRLSPDLSVCGQPRDGDELGISASLFSSLASPCPGSPTPRDSVISIGTSACLVAASAVPSGLHLPEVSLDRASLPCSQEEATGGAKDTRMVHQTRASLRSVLFGLMNSGTPEDSEFRADGKNMRESCCKRKLVVGNGPEGPGLSSTGKRRATGQDSCQERGLQEAVRREHQEASVPKGRIVPRGIDRLERTRSSRKSKHQEATETSLLHSHRFKKGQKLGKDSFPTQDLTPLQNVCFWTKTRASFSFHKKKIVTDVSEVCSIYTTATSLSGSLLSECSNRPVMNRTSGAPSSWHSSSMYLLSPLNTLSISNKKASDAEKVYGECSQKGPVPFSHCLPTEKLQRCEKIGEGVFGEVFQ.... The pAffinity is 6.0. (2) The pAffinity is 6.9. The drug is Cc1ccc(cc1)-n1sc(=O)n(Cc2ccc(F)cc2)c1=O. The target protein (P49795) has sequence MPTPHEAEKQITGPEEADRPPSMSSHDTASPAAPSRNPCCLCWCCCCSCSWNQERRRAWQASRESKLQPLPSCEVCATPSPEEVQSWAQSFDKLMHSPAGRSVFRAFLRTEYSEENMLFWLACEELKAEANQHVVDEKARLIYEDYVSILSPKEVSLDSRVREGINKKMQEPSAHTFDDAQLQIYTLMHRDSYPRFLSSPTYRALLLQGPSQSSSEA. (3) The target protein (Q96KS0) has sequence MDSPCQPQPLSQALPQLPGSSSEPLEPEPGRARMGVESYLPCPLLPSYHCPGVPSEASAGSGTPRATATSTTASPLRDGFGGQDGGELRPLQSEGAAALVTKGCQRLAAQGARPEAPKRKWAEDGGDAPSPSKRPWARQENQEAEREGGMSCSCSSGSGEASAGLMEEALPSAPERLALDYIVPCMRYYGICVKDSFLGAALGGRVLAEVEALKRGGRLRDGQLVSQRAIPPRSIRGDQIAWVEGHEPGCRSIGALMAHVDAVIRHCAGRLGSYVINGRTKAMVACYPGNGLGYVRHVDNPHGDGRCITCIYYLNQNWDVKVHGGLLQIFPEGRPVVANIEPLFDRLLIFWSDRRNPHEVKPAYATRYAITVWYFDAKERAAAKDKYQLASGQKGVQVPVSQPPTPT. The drug is N[C@@H](CNC(=O)c1nc(C#N)c2cc(Oc3ccccc3)ccc2c1O)C(O)=O. The pAffinity is 5.6.